Dataset: Full USPTO retrosynthesis dataset with 1.9M reactions from patents (1976-2016). Task: Predict the reactants needed to synthesize the given product. (1) Given the product [Cl:3][C:4]1[CH:9]=[C:8]([NH:10][CH2:11][C:12]2[CH:17]=[C:16]([F:18])[C:15]([F:19])=[CH:14][C:13]=2[C:20]2[CH:21]=[CH:22][C:23]([C:26]([NH:28][CH2:29][CH2:30][C:31]([OH:33])=[O:32])=[O:27])=[N:24][CH:25]=2)[CH:7]=[CH:6][C:5]=1[C:36]1[CH:41]=[CH:40][C:39]([F:42])=[C:38]([C:43]([F:44])([F:45])[F:46])[CH:37]=1, predict the reactants needed to synthesize it. The reactants are: [OH-].[Na+].[Cl:3][C:4]1[CH:9]=[C:8]([NH:10][CH2:11][C:12]2[CH:17]=[C:16]([F:18])[C:15]([F:19])=[CH:14][C:13]=2[C:20]2[CH:21]=[CH:22][C:23]([C:26]([NH:28][CH2:29][CH2:30][C:31]([O:33]CC)=[O:32])=[O:27])=[N:24][CH:25]=2)[CH:7]=[CH:6][C:5]=1[C:36]1[CH:41]=[CH:40][C:39]([F:42])=[C:38]([C:43]([F:46])([F:45])[F:44])[CH:37]=1. (2) Given the product [CH:1]([N:5]1[CH:10]=[CH:9][C:8]([C:11]([OH:13])=[O:12])=[CH:7][C:6]1=[O:15])([CH2:3][CH3:4])[CH3:2], predict the reactants needed to synthesize it. The reactants are: [CH:1]([N:5]1[CH:10]=[CH:9][C:8]([C:11]([O:13]C)=[O:12])=[CH:7][C:6]1=[O:15])([CH2:3][CH3:4])[CH3:2].[OH-].[Li+]. (3) The reactants are: [CH3:1][O:2][C:3]1[CH:4]=[C:5]([NH2:15])[CH:6]=[CH:7][C:8]=1[N:9]1[CH:13]=[C:12]([CH3:14])[N:11]=[CH:10]1.[Cl:16][C:17]1[CH:22]=[CH:21][C:20]([C:23](=O)[CH2:24][S:25][C:26]#[N:27])=[CH:19][CH:18]=1. Given the product [Cl:16][C:17]1[CH:22]=[CH:21][C:20]([C:23]2[N:27]=[C:26]([NH:15][C:5]3[CH:6]=[CH:7][C:8]([N:9]4[CH:13]=[C:12]([CH3:14])[N:11]=[CH:10]4)=[C:3]([O:2][CH3:1])[CH:4]=3)[S:25][CH:24]=2)=[CH:19][CH:18]=1, predict the reactants needed to synthesize it. (4) Given the product [Cl:1][C:2]1[N:7]=[CH:6][C:5]([CH2:8][C:9]([O:11][CH3:16])=[O:10])=[CH:4][CH:3]=1, predict the reactants needed to synthesize it. The reactants are: [Cl:1][C:2]1[N:7]=[CH:6][C:5]([CH2:8][C:9]([OH:11])=[O:10])=[CH:4][CH:3]=1.O=S(Cl)Cl.[CH3:16]O. (5) Given the product [CH3:19][O:21][CH2:2][C:1]#[C:3][C:9]1[C:14]2[CH:15]=[CH:16][O:17][C:13]=2[C:12]([NH2:18])=[CH:11][CH:10]=1, predict the reactants needed to synthesize it. The reactants are: [CH:1](NC(C)C)([CH3:3])[CH3:2].I[C:9]1[C:14]2[CH:15]=[CH:16][O:17][C:13]=2[C:12]([NH2:18])=[CH:11][CH:10]=1.[C:19](OCC)(=[O:21])C. (6) Given the product [CH3:1][O:2][C:3]1[CH:4]=[CH:5][C:6]([CH:9]([N:13]2[CH2:18][CH2:17][CH2:16][CH2:15][CH2:14]2)[C:10]([O:12][C@@H:47]2[CH:48]3[CH2:51][CH2:52][N:45]([CH2:50][CH2:49]3)[CH2:46]2)=[O:11])=[CH:7][CH:8]=1, predict the reactants needed to synthesize it. The reactants are: [CH3:1][O:2][C:3]1[CH:8]=[CH:7][C:6]([CH:9]([N:13]2[CH2:18][CH2:17][CH2:16][CH2:15][CH2:14]2)[C:10]([O-:12])=[O:11])=[CH:5][CH:4]=1.[Li+].C1CCC(N=C=NC2CCCCC2)CC1.C1C=CC2N(O)N=NC=2C=1.[N:45]12[CH2:52][CH2:51][CH:48]([CH2:49][CH2:50]1)[C@@H:47](O)[CH2:46]2. (7) The reactants are: [CH:1]12[CH2:10][CH:5]3[CH2:6][CH:7]([CH2:9][CH:3]([CH2:4]3)[CH:2]1[NH:11][C:12]([C:14]1[CH:15]=[N:16][N:17]([C:20]3[CH:25]=[CH:24][CH:23]=[CH:22][CH:21]=3)[C:18]=1Cl)=[O:13])[CH2:8]2.[CH2:26]([NH2:33])[C:27]1[CH:32]=[CH:31][CH:30]=[CH:29][CH:28]=1. Given the product [CH:1]12[CH2:10][CH:5]3[CH2:6][CH:7]([CH2:9][CH:3]([CH2:4]3)[CH:2]1[NH:11][C:12]([C:14]1[CH:15]=[N:16][N:17]([C:20]3[CH:25]=[CH:24][CH:23]=[CH:22][CH:21]=3)[C:18]=1[NH:33][CH2:26][C:27]1[CH:32]=[CH:31][CH:30]=[CH:29][CH:28]=1)=[O:13])[CH2:8]2, predict the reactants needed to synthesize it. (8) The reactants are: [CH3:1][C@:2]12[C:10]([C:11]3([CH:14]=[CH:15][CH2:16][C:17]([OH:20])([CH3:19])[CH3:18])[CH2:13][CH2:12]3)=[CH:9][CH2:8][C@H:7]1[C:6](=[O:21])[CH2:5][CH2:4][CH2:3]2.[CH3:22][Si:23](C1NC=CN=1)([CH3:25])[CH3:24]. Given the product [CH3:1][C@:2]12[C:10]([C:11]3([CH2:14][CH2:15][CH2:16][C:17]([CH3:18])([O:20][Si:23]([CH3:25])([CH3:24])[CH3:22])[CH3:19])[CH2:13][CH2:12]3)=[CH:9][CH2:8][C@H:7]1[C:6](=[O:21])[CH2:5][CH2:4][CH2:3]2, predict the reactants needed to synthesize it. (9) Given the product [Cl:1][C:2]([Cl:18])=[CH:3][CH2:4][O:5][C:6]1[CH:15]=[C:14]([Cl:16])[C:9]([O:10][CH2:11][CH2:12][Br:20])=[C:8]([Cl:17])[CH:7]=1, predict the reactants needed to synthesize it. The reactants are: [Cl:1][C:2]([Cl:18])=[CH:3][CH2:4][O:5][C:6]1[CH:15]=[C:14]([Cl:16])[C:9]([O:10][CH2:11][CH2:12]O)=[C:8]([Cl:17])[CH:7]=1.C(Br)(Br)(Br)[Br:20].C1(P(C2C=CC=CC=2)C2C=CC=CC=2)C=CC=CC=1.